Dataset: Full USPTO retrosynthesis dataset with 1.9M reactions from patents (1976-2016). Task: Predict the reactants needed to synthesize the given product. (1) The reactants are: BrC1C([C@@H](N[C:20](=[O:37])[CH2:21][N:22]2[C:26]3[C:27]([F:32])([F:31])[C@@H:28]4[CH2:30][C@@H:29]4[C:25]=3[C:24]([C:33](F)([F:35])[F:34])=[N:23]2)CC2C=C(F)C=C(F)C=2)=NC(Br)=CC=1.[NH2:38][C@H:39]([C:49]1[C:54]([C:55]2[CH:56]=[CH:57][C:58]([Cl:70])=[C:59]3[C:63]=2[N:62]([CH3:64])[N:61]=[C:60]3[NH:65][S:66]([CH3:69])(=[O:68])=[O:67])=[CH:53][CH:52]=[C:51]([C:71]#[C:72][C:73]2([OH:79])[CH2:76][C:75]([F:78])([F:77])[CH2:74]2)[N:50]=1)[CH2:40][C:41]1[CH:46]=[C:45]([F:47])[CH:44]=[C:43]([F:48])[CH:42]=1.FC(F)C1C2[C@H]3C[C@H]3C(F)(F)C=2N(CC(O)=O)N=1. Given the product [Cl:70][C:58]1[CH:57]=[CH:56][C:55]([C:54]2[C:49]([C@@H:39]([NH:38][C:20](=[O:37])[CH2:21][N:22]3[C:26]4[C:27]([F:31])([F:32])[C@@H:28]5[CH2:30][C@@H:29]5[C:25]=4[C:24]([CH:33]([F:35])[F:34])=[N:23]3)[CH2:40][C:41]3[CH:42]=[C:43]([F:48])[CH:44]=[C:45]([F:47])[CH:46]=3)=[N:50][C:51]([C:71]#[C:72][C:73]3([OH:79])[CH2:74][C:75]([F:78])([F:77])[CH2:76]3)=[CH:52][CH:53]=2)=[C:63]2[C:59]=1[C:60]([NH:65][S:66]([CH3:69])(=[O:67])=[O:68])=[N:61][N:62]2[CH3:64], predict the reactants needed to synthesize it. (2) Given the product [CH3:29][O:28][C:22]1[CH:21]=[C:20]([C:18]([C@@H:7]2[C@:8]3([CH3:17])[C@H:13]([C:12]([CH3:15])([CH3:16])[CH2:11][CH2:10][CH2:9]3)[CH2:14][C@H:5]([CH2:4][NH2:1])[C@H:6]2[CH3:30])=[O:19])[CH:25]=[C:24]([O:26][CH3:27])[CH:23]=1, predict the reactants needed to synthesize it. The reactants are: [N:1]([CH2:4][C@H:5]1[CH2:14][C@@H:13]2[C@:8]([CH3:17])([CH2:9][CH2:10][CH2:11][C:12]2([CH3:16])[CH3:15])[C@@H:7]([C:18]([C:20]2[CH:25]=[C:24]([O:26][CH3:27])[CH:23]=[C:22]([O:28][CH3:29])[CH:21]=2)=[O:19])[C@@H:6]1[CH3:30])=[N+]=[N-].C1(P(C2C=CC=CC=2)C2C=CC=CC=2)C=CC=CC=1.O. (3) Given the product [CH2:18]([C:15]1[O:14][C:13]([CH2:12][CH2:11][NH2:10])=[N:17][CH:16]=1)[CH3:19], predict the reactants needed to synthesize it. The reactants are: C(OC(=O)[NH:10][CH2:11][CH2:12][C:13]1[O:14][C:15]([CH2:18][CH3:19])=[CH:16][N:17]=1)C1C=CC=CC=1.Cl. (4) Given the product [OH:16][CH2:4][CH2:3][CH2:2][CH2:1][C:5]1[CH:6]=[CH:7][C:8]([C:9]#[N:10])=[CH:11][CH:12]=1, predict the reactants needed to synthesize it. The reactants are: [CH2:1]([C:5]1[CH:12]=[CH:11][C:8]([C:9]#[N:10])=[CH:7][CH:6]=1)[CH2:2][CH:3]=[CH2:4].O.CC[O:16]CC. (5) Given the product [Cl:40][C:37]1[CH:38]=[CH:39][C:34]([O:33][C:31](=[O:32])[N:17]([C@H:14]2[CH2:13][CH2:12][C@H:11]([O:10][CH2:9][CH2:8][C:7](=[O:19])[N:6]([CH2:5][CH2:4][CH2:3][OH:2])[CH3:20])[CH2:16][CH2:15]2)[CH3:18])=[CH:35][CH:36]=1, predict the reactants needed to synthesize it. The reactants are: Cl.[OH:2][CH2:3][CH2:4][CH2:5][N:6]([CH3:20])[C:7](=[O:19])[CH2:8][CH2:9][O:10][C@H:11]1[CH2:16][CH2:15][C@H:14]([NH:17][CH3:18])[CH2:13][CH2:12]1.C(N(CC)C(C)C)(C)C.Cl[C:31]([O:33][C:34]1[CH:39]=[CH:38][C:37]([Cl:40])=[CH:36][CH:35]=1)=[O:32].C([O-])(O)=O.[Na+]. (6) Given the product [CH3:26][C:21]1[NH:22][C:23]2[C:19]([CH:20]=1)=[CH:18][C:17]([NH:16][C:14]1[CH:13]=[CH:12][N:11]=[C:10]([NH:9][C:5]3[CH:4]=[C:3]([OH:1])[CH:8]=[CH:7][CH:6]=3)[N:15]=1)=[CH:25][CH:24]=2, predict the reactants needed to synthesize it. The reactants are: [O:1]([C:3]1[CH:4]=[C:5]([NH:9][C:10]2[N:15]=[C:14]([NH:16][C:17]3[CH:18]=[C:19]4[C:23](=[CH:24][CH:25]=3)[NH:22][C:21]([CH3:26])=[CH:20]4)[CH:13]=[CH:12][N:11]=2)[CH:6]=[CH:7][CH:8]=1)C.B(Br)(Br)Br. (7) Given the product [N:9]1[CH:10]=[CH:11][CH:12]=[C:7]([C:17]2[CH2:18][CH2:19][C:15](=[O:14])[CH:16]=2)[CH:8]=1, predict the reactants needed to synthesize it. The reactants are: C([Mg]Br)(C)C.I[C:7]1[CH:8]=[N:9][CH:10]=[CH:11][CH:12]=1.C[O:14][C:15]1[CH2:19][CH2:18][C:17](=O)[CH:16]=1. (8) Given the product [C:1]1([CH3:22])[CH:6]=[CH:5][CH:4]=[CH:3][C:2]=1[N:7]1[C:20]2[C:15](=[CH:16][CH:17]=[CH:18][CH:19]=2)[C:9]([C:10]([O:12][CH2:13][CH3:14])=[O:11])=[CH:8]1, predict the reactants needed to synthesize it. The reactants are: [C:1]1([CH3:22])[C:2]([NH:7][CH:8]=[C:9]([C:15]2[CH:20]=[CH:19][CH:18]=[CH:17][C:16]=2Br)[C:10]([O:12][CH2:13][CH3:14])=[O:11])=[CH:3][CH:4]=[CH:5][CH:6]=1.P([O-])([O-])([O-])=O.[K+].[K+].[K+]. (9) The reactants are: Br[C:2]1[CH:3]=[C:4]([CH:7]=[CH:8][CH:9]=1)[CH:5]=[O:6].[CH:10]1[C:15]([OH:16])=[CH:14][CH:13]=[CH:12][C:11]=1[CH3:17].C(=O)([O-])[O-].[K+].[K+].N1C2C(=CC=CC=2)C=CC=1. Given the product [CH3:17][C:11]1[CH:10]=[C:15]([CH:14]=[CH:13][CH:12]=1)[O:16][C:2]1[CH:3]=[C:4]([CH:7]=[CH:8][CH:9]=1)[CH:5]=[O:6], predict the reactants needed to synthesize it. (10) Given the product [C:13]([O:17][CH2:18][CH2:19][CH2:20][CH2:21][O:11][C:10]([CH:7]1[CH2:8][CH2:9][CH:4]([CH2:1][CH2:2][CH3:3])[CH2:5][CH2:6]1)=[O:12])(=[O:16])[CH:14]=[CH2:15], predict the reactants needed to synthesize it. The reactants are: [CH2:1]([CH:4]1[CH2:9][CH2:8][CH:7]([C:10]([OH:12])=[O:11])[CH2:6][CH2:5]1)[CH2:2][CH3:3].[C:13]([O:17][CH2:18][CH2:19][CH2:20][CH2:21]O)(=[O:16])[CH:14]=[CH2:15].C1(C)C=CC(S(O)(=O)=O)=CC=1.